Dataset: Forward reaction prediction with 1.9M reactions from USPTO patents (1976-2016). Task: Predict the product of the given reaction. Given the reactants [NH2:1][C:2]1[CH:3]=[CH:4][C:5]([F:20])=[C:6]([C@:8]2([CH3:19])[CH2:13][C@@H:12]([C:14]([F:17])([F:16])[F:15])[O:11][C:10]([NH2:18])=[N:9]2)[CH:7]=1.[F:21][C:22]([F:35])([F:34])[CH2:23][O:24][C:25]1[CH:26]=[CH:27][C:28]([C:31](O)=[O:32])=[N:29][CH:30]=1, predict the reaction product. The product is: [NH2:18][C:10]1[O:11][C@H:12]([C:14]([F:16])([F:17])[F:15])[CH2:13][C@:8]([C:6]2[CH:7]=[C:2]([NH:1][C:31](=[O:32])[C:28]3[CH:27]=[CH:26][C:25]([O:24][CH2:23][C:22]([F:35])([F:34])[F:21])=[CH:30][N:29]=3)[CH:3]=[CH:4][C:5]=2[F:20])([CH3:19])[N:9]=1.